Dataset: Reaction yield outcomes from USPTO patents with 853,638 reactions. Task: Predict the reaction yield, written as a fraction of the theoretical maximum amount of product (1.0 means a 100% yield; for example, 0.34 means a 34% yield). (1) The reactants are [CH3:1][C:2]1[CH:7]=[CH:6][C:5]([C:8]2O[C:10]([CH3:13])=[N:11][N:12]=2)=[CH:4][C:3]=1[NH:14][C:15](=[O:30])[C:16]1[CH:21]=[CH:20][C:19]([O:22][CH2:23][C:24]2[CH:29]=[CH:28][CH:27]=[CH:26][N:25]=2)=[CH:18][CH:17]=1.[CH3:31][NH2:32].CCO. No catalyst specified. The product is [CH3:31][N:32]1[C:10]([CH3:13])=[N:11][N:12]=[C:8]1[C:5]1[CH:6]=[CH:7][C:2]([CH3:1])=[C:3]([NH:14][C:15](=[O:30])[C:16]2[CH:21]=[CH:20][C:19]([O:22][CH2:23][C:24]3[CH:29]=[CH:28][CH:27]=[CH:26][N:25]=3)=[CH:18][CH:17]=2)[CH:4]=1. The yield is 0.260. (2) The reactants are CS(O[CH2:6][C:7]1[O:8][CH:9]=[C:10]([O:14][CH2:15][CH2:16][CH2:17][CH2:18][CH2:19][O:20][C:21]2[C:30]3[C:25](=[CH:26][C:27]([C:31]([F:34])([F:33])[F:32])=[CH:28][CH:29]=3)[N:24]=[CH:23][CH:22]=2)[C:11](=[O:13])[CH:12]=1)(=O)=O.[CH3:35][N:36]1[CH2:41][CH2:40][NH:39][CH2:38][CH2:37]1. The catalyst is ClCCl. The product is [F:34][C:31]([F:33])([F:32])[C:27]1[CH:26]=[C:25]2[C:30]([C:21]([O:20][CH2:19][CH2:18][CH2:17][CH2:16][CH2:15][O:14][C:10]3[C:11](=[O:13])[CH:12]=[C:7]([CH2:6][N:39]4[CH2:40][CH2:41][N:36]([CH3:35])[CH2:37][CH2:38]4)[O:8][CH:9]=3)=[CH:22][CH:23]=[N:24]2)=[CH:29][CH:28]=1. The yield is 0.230. (3) The reactants are [CH3:1][C:2]1[CH:3]=[C:4]2[C:9](=[CH:10][CH:11]=1)[NH:8][C:7](=[O:12])[C:6]([C:13]#[N:14])=[C:5]2[N:15]1[CH2:20][CH2:19][N:18]([C:21]([C:23]2[S:24][CH:25]=[CH:26][CH:27]=2)=[O:22])[CH2:17][CH2:16]1.Cl.[CH:29]([N:32]([CH:36](C)C)[CH2:33]CCl)(C)[CH3:30].C(=O)([O-])[O-].[K+].[K+]. The catalyst is CN(C=O)C. The product is [CH3:33][N:32]([CH3:36])[CH2:29][CH2:30][N:8]1[C:9]2[C:4](=[CH:3][C:2]([CH3:1])=[CH:11][CH:10]=2)[C:5]([N:15]2[CH2:16][CH2:17][N:18]([C:21]([C:23]3[S:24][CH:25]=[CH:26][CH:27]=3)=[O:22])[CH2:19][CH2:20]2)=[C:6]([C:13]#[N:14])[C:7]1=[O:12]. The yield is 0.300. (4) The reactants are Cl[C:2]1[N:3]=[CH:4][C:5]([C:8]2[CH:13]=[CH:12][CH:11]=[CH:10][C:9]=2[C:14]([N:16]2[C@H:21]([CH3:22])[C@@H:20]3[CH2:23][C@H:17]2[C@H:18]([O:24][C:25]2[CH:30]=[CH:29][C:28]([C:31]([F:34])([F:33])[F:32])=[CH:27][N:26]=2)[CH2:19]3)=[O:15])=[N:6][CH:7]=1.[F-:35].[Cs+]. The catalyst is CS(C)=O.O. The product is [F:35][C:2]1[N:3]=[CH:4][C:5]([C:8]2[CH:13]=[CH:12][CH:11]=[CH:10][C:9]=2[C:14]([N:16]2[C@H:17]3[CH2:23][C@H:20]([CH2:19][C@H:18]3[O:24][C:25]3[CH:30]=[CH:29][C:28]([C:31]([F:34])([F:33])[F:32])=[CH:27][N:26]=3)[C@H:21]2[CH3:22])=[O:15])=[N:6][CH:7]=1. The yield is 0.280. (5) The reactants are [CH3:1][O:2][C:3]1[CH:4]=[C:5]2[C:10](=[CH:11][C:12]=1[O:13][CH3:14])[N:9]=[CH:8][CH:7]=[C:6]2[O:15][C:16]1[CH:22]=[CH:21][C:19]([NH2:20])=[CH:18][CH:17]=1.C1(C)C=CC=CC=1.C(N(CC)CC)C.Cl[C:38](Cl)([O:40][C:41](=[O:47])OC(Cl)(Cl)Cl)Cl.[CH3:49][C:50]1[CH:55]=[CH:54][C:53]([S:56][CH2:57][CH2:58]CO)=[CH:52][CH:51]=1. The catalyst is C(Cl)Cl. The product is [CH3:1][O:2][C:3]1[CH:4]=[C:5]2[C:10](=[CH:11][C:12]=1[O:13][CH3:14])[N:9]=[CH:8][CH:7]=[C:6]2[O:15][C:16]1[CH:22]=[CH:21][C:19]([NH:20][C:41](=[O:47])[O:40][CH2:38][CH2:58][CH2:57][S:56][C:53]2[CH:54]=[CH:55][C:50]([CH3:49])=[CH:51][CH:52]=2)=[CH:18][CH:17]=1. The yield is 0.670.